From a dataset of Reaction yield outcomes from USPTO patents with 853,638 reactions. Predict the reaction yield, written as a fraction of the theoretical maximum amount of product (1.0 means a 100% yield; for example, 0.34 means a 34% yield). (1) The reactants are CC(C)=[O:3].O.CC1(C)[N:11]2[C:12](=[O:29])[O:13][C@H:14]([C:15]#[C:16][CH2:17][CH2:18][CH2:19][C:20]34[O:27][CH2:26][C:23]([CH3:28])([CH2:24][O:25]3)[CH2:22][O:21]4)[C@@H:10]2[CH2:9][S:8]1. The catalyst is [Ag]F.C(OCC)(=O)C. The product is [O:29]=[C:12]1[NH:11][C@H:10]2[CH2:9][S:8][C:16]([CH2:17][CH2:18][CH2:19][C:20]([O:27][CH2:26][C:23]([CH2:22][OH:21])([CH3:28])[CH2:24][OH:25])=[O:3])=[CH:15][C@H:14]2[O:13]1. The yield is 0.770. (2) The reactants are CO[C:3]([C:5]1[CH:6]=[C:7]2[C:11](=[CH:12][CH:13]=1)[NH:10][C:9]([CH3:14])=[CH:8]2)=[O:4].[CH2:15]([Mg]Br)[CH3:16].[CH2:19]1COC[CH2:20]1. No catalyst specified. The product is [CH3:14][C:9]1[NH:10][C:11]2[C:7]([CH:8]=1)=[CH:6][C:5]([C:3]([OH:4])([CH2:15][CH3:16])[CH2:19][CH3:20])=[CH:13][CH:12]=2. The yield is 0.950. (3) The reactants are [S:1]1[C:5]2[CH:6]=[CH:7][CH:8]=[CH:9][C:4]=2[N:3]=[C:2]1[C:10]([NH2:12])=O.N1C=CC=CC=1.O=P(Cl)(Cl)Cl. The catalyst is CCOC(C)=O.CCCCCC. The product is [C:10]([C:2]1[S:1][C:5]2[CH:6]=[CH:7][CH:8]=[CH:9][C:4]=2[N:3]=1)#[N:12]. The yield is 0.950. (4) The reactants are [CH3:1][O:2][C:3]1[CH:4]=[C:5]2[C:10](=[CH:11][C:12]=1[O:13][CH3:14])[N:9]=[CH:8][N:7]=[C:6]2[O:15][C:16]1[CH:22]=[CH:21][C:19]([NH2:20])=[C:18]([CH3:23])[C:17]=1[CH3:24].C1(C)C=CC=CC=1.C(N(CC)CC)C.ClC(Cl)(O[C:43](=[O:49])[O:44][C:45](Cl)(Cl)Cl)Cl.[F:51][C:52]1[CH:53]=[C:54]([CH:60]=[CH:61][CH:62]=1)[O:55][CH2:56][CH2:57]CO. The catalyst is C(Cl)Cl. The product is [CH3:1][O:2][C:3]1[CH:4]=[C:5]2[C:10](=[CH:11][C:12]=1[O:13][CH3:14])[N:9]=[CH:8][N:7]=[C:6]2[O:15][C:16]1[CH:22]=[CH:21][C:19]([NH:20][C:43](=[O:49])[O:44][CH2:45][CH2:57][CH2:56][O:55][C:54]2[CH:60]=[CH:61][CH:62]=[C:52]([F:51])[CH:53]=2)=[C:18]([CH3:23])[C:17]=1[CH3:24]. The yield is 0.560. (5) The reactants are P12(SP3(SP(SP(S3)(S1)=S)(=S)S2)=S)=[S:2].[CH:15]([NH2:17])=O.Br[CH2:19][C:20]([C:22]1[CH:27]=[C:26]([O:28][CH3:29])[C:25]([Br:30])=[C:24]([O:31][CH3:32])[CH:23]=1)=O.C([O-])([O-])=O.[Na+].[Na+]. The catalyst is O.O1CCOCC1. The product is [Br:30][C:25]1[C:26]([O:28][CH3:29])=[CH:27][C:22]([C:20]2[N:17]=[CH:15][S:2][CH:19]=2)=[CH:23][C:24]=1[O:31][CH3:32]. The yield is 0.730.